Dataset: Reaction yield outcomes from USPTO patents with 853,638 reactions. Task: Predict the reaction yield, written as a fraction of the theoretical maximum amount of product (1.0 means a 100% yield; for example, 0.34 means a 34% yield). (1) The reactants are Br[C:2]1[CH:10]=[CH:9][CH:8]=[C:7]2[C:3]=1[C:4]1([C:29]3=[N:30][C:31]([O:34][CH3:35])=[CH:32][CH:33]=[C:28]3[O:27][CH2:26]1)[C:5](=[O:25])[N:6]2[CH2:11][CH:12]1[CH2:17][CH2:16][N:15](C(OC(C)(C)C)=O)[CH2:14][CH2:13]1.C(O)=O.C(N(CC)CC)C. The catalyst is O1CCOCC1.C1C=CC([P]([Pd]([P](C2C=CC=CC=2)(C2C=CC=CC=2)C2C=CC=CC=2)([P](C2C=CC=CC=2)(C2C=CC=CC=2)C2C=CC=CC=2)[P](C2C=CC=CC=2)(C2C=CC=CC=2)C2C=CC=CC=2)(C2C=CC=CC=2)C2C=CC=CC=2)=CC=1. The product is [CH3:35][O:34][C:31]1[N:30]=[C:29]2[C:4]3([CH2:26][O:27][C:28]2=[CH:33][CH:32]=1)[C:3]1[C:7](=[CH:8][CH:9]=[CH:10][CH:2]=1)[N:6]([CH2:11][CH:12]1[CH2:13][CH2:14][NH:15][CH2:16][CH2:17]1)[C:5]3=[O:25]. The yield is 0.280. (2) The reactants are [NH2:1][C:2]1([C:6]2[S:7][C:8]([C:11]3[CH:12]=[C:13]([NH:18][C:19]4[N:24]=[C:23]([C:25]([F:28])([F:27])[F:26])[CH:22]=[CH:21][N:20]=4)[CH:14]=[C:15]([CH3:17])[CH:16]=3)=[CH:9][N:10]=2)[CH2:5][CH2:4][CH2:3]1.CCN(CC)CC.[C:36](Cl)(=[O:38])[CH3:37]. The catalyst is C1COCC1.C(OCC)(=O)C. The product is [CH3:17][C:15]1[CH:16]=[C:11]([C:8]2[S:7][C:6]([C:2]3([NH:1][C:36](=[O:38])[CH3:37])[CH2:3][CH2:4][CH2:5]3)=[N:10][CH:9]=2)[CH:12]=[C:13]([NH:18][C:19]2[N:24]=[C:23]([C:25]([F:27])([F:28])[F:26])[CH:22]=[CH:21][N:20]=2)[CH:14]=1. The yield is 0.920. (3) The product is [C:20]([NH:7][CH2:1][C@H:2]([OH:6])[C:3]([OH:5])=[O:4])([O:19][C:16]([CH3:18])([CH3:17])[CH3:15])=[O:21]. The yield is 0.815. The reactants are [CH2:1]([NH3+:7])[C@H:2]([OH:6])[C:3]([O-:5])=[O:4].CN1CCOCC1.[CH3:15][C:16]([O:19][C:20](O[C:20]([O:19][C:16]([CH3:18])([CH3:17])[CH3:15])=[O:21])=[O:21])([CH3:18])[CH3:17].NCC(O)=O.C([O-])(O)=O.[Na+]. The catalyst is O1CCOCC1.O.